Dataset: Retrosynthesis with 50K atom-mapped reactions and 10 reaction types from USPTO. Task: Predict the reactants needed to synthesize the given product. (1) Given the product O=Cc1cc(F)ccc1OCc1ccccc1, predict the reactants needed to synthesize it. The reactants are: BrCc1ccccc1.O=Cc1cc(F)ccc1O. (2) Given the product CC#CCC(C)(C)[C@H](O)/C=C/[C@H]1CCC(=O)[C@@H]1C/C=C\CCCC(=O)O, predict the reactants needed to synthesize it. The reactants are: CC#CCC(C)(C)[C@@H](/C=C/[C@H]1CCC(=O)[C@@H]1C/C=C\CCCC(=O)O)OC1CCCCO1. (3) The reactants are: C/C(C#N)=C1/c2ccc(CBr)cc2COc2cc(F)ccc21.COCc1nc2c(Cl)cccc2[nH]1. Given the product COCc1nc2c(Cl)cccc2n1Cc1ccc2c(c1)COc1cc(F)ccc1/C2=C(\C)C#N, predict the reactants needed to synthesize it. (4) Given the product COC(=O)c1cncc(-c2ccco2)n1, predict the reactants needed to synthesize it. The reactants are: COC(=O)c1cncc(Cl)n1.OB(O)c1ccco1.